This data is from Full USPTO retrosynthesis dataset with 1.9M reactions from patents (1976-2016). The task is: Predict the reactants needed to synthesize the given product. (1) Given the product [CH:1]1([O:5][C:6]([N:8]2[CH2:13][CH2:12][NH:11][CH2:10][CH2:9]2)=[O:7])[CH2:4][CH2:3][CH2:2]1, predict the reactants needed to synthesize it. The reactants are: [CH:1]1([O:5][C:6]([N:8]2[CH2:13][CH2:12][N:11](C(OCC3C=CC=CC=3)=O)[CH2:10][CH2:9]2)=[O:7])[CH2:4][CH2:3][CH2:2]1. (2) The reactants are: [CH3:1][O:2][CH2:3][CH2:4][O:5][CH2:6][CH2:7][O:8][C:9]1[N:14]=[C:13]([NH2:15])[N:12]=[C:11]([NH2:16])[C:10]=1[N:17]=O.[ClH:19]. Given the product [ClH:19].[ClH:19].[CH3:1][O:2][CH2:3][CH2:4][O:5][CH2:6][CH2:7][O:8][C:9]1[N:14]=[C:13]([NH2:15])[N:12]=[C:11]([NH2:16])[C:10]=1[NH2:17], predict the reactants needed to synthesize it. (3) Given the product [NH2:1][C:2]1[C:11]2[CH:10]=[CH:9][CH:8]=[C:7]([C:23]3[C:24]([O:28][CH3:29])=[CH:25][CH:26]=[CH:27][C:22]=3[F:21])[C:6]=2[N:5]=[C:4]2[CH2:13][N:14]([CH:17]3[CH2:20][CH2:19][CH2:18]3)[C:15](=[O:16])[C:3]=12, predict the reactants needed to synthesize it. The reactants are: [NH2:1][C:2]1[C:11]2[CH:10]=[CH:9][CH:8]=[C:7](Br)[C:6]=2[N:5]=[C:4]2[CH2:13][N:14]([CH:17]3[CH2:20][CH2:19][CH2:18]3)[C:15](=[O:16])[C:3]=12.[F:21][C:22]1[CH:27]=[CH:26][CH:25]=[C:24]([O:28][CH3:29])[C:23]=1B(O)O. (4) Given the product [Si:67]([O:62][C@H:40]([C:32]1[CH:31]=[CH:30][C:29]([OH:28])=[C:38]2[C:33]=1[CH:34]=[CH:35][C:36](=[O:39])[NH:37]2)[CH2:41][NH:42][CH2:43][C:24]1([OH:27])[CH2:25][CH2:26][N:21]([CH2:20][CH2:19][O:18][CH2:17][CH2:16][C:11]2[CH:12]=[CH:13][CH:14]=[CH:15][C:10]=2[Cl:9])[CH2:22][CH2:23]1)([C:70]([CH3:73])([CH3:72])[CH3:71])([CH3:69])[CH3:68], predict the reactants needed to synthesize it. The reactants are: [H-].[Na+].[I-].C[S+](C)(C)=O.[Cl:9][C:10]1[CH:15]=[CH:14][CH:13]=[CH:12][C:11]=1[CH2:16][CH2:17][O:18][CH2:19][CH2:20][N:21]1[CH2:26][CH2:25][C:24](=[O:27])[CH2:23][CH2:22]1.[OH:28][C:29]1[CH:30]=[CH:31][C:32]([C@@H:40]([OH:62])[CH2:41][NH:42][CH2:43]C2(O)CCN(CCOCCC3C=CC=CC=3)CC2)=[C:33]2[C:38]=1[NH:37][C:36](=[O:39])[CH:35]=[CH:34]2.NC[C@@H](C1C=CC(O)=C2C=1C=CC(=O)N2)O[Si:67]([C:70]([CH3:73])([CH3:72])[CH3:71])([CH3:69])[CH3:68]. (5) The reactants are: [C:1]1([CH:7]([C:11]2[CH:16]=[CH:15][CH:14]=[CH:13][N:12]=2)[C:8]([NH2:10])=[O:9])[CH:6]=[CH:5][CH:4]=[CH:3][CH:2]=1.[H][H]. Given the product [C:1]1([CH:7]([CH:11]2[CH2:16][CH2:15][CH2:14][CH2:13][NH:12]2)[C:8]([NH2:10])=[O:9])[CH:2]=[CH:3][CH:4]=[CH:5][CH:6]=1, predict the reactants needed to synthesize it. (6) Given the product [Br:20][C:18]1[CH:17]=[CH:16][C:15]([Cl:21])=[C:14]([CH:19]=1)[CH2:13][C:10]1[CH:11]=[CH:12][C:7]([CH2:6][CH2:5][OH:4])=[CH:8][CH:9]=1, predict the reactants needed to synthesize it. The reactants are: C([O:4][CH2:5][CH2:6][C:7]1[CH:12]=[CH:11][C:10]([CH2:13][C:14]2[CH:19]=[C:18]([Br:20])[CH:17]=[CH:16][C:15]=2[Cl:21])=[CH:9][CH:8]=1)(=O)C.C(=O)([O-])[O-].[K+].[K+]. (7) Given the product [O:1]1[C:6]2[CH:7]=[CH:8][CH:9]=[CH:10][C:5]=2[O:4][CH2:3][C@@H:2]1[CH2:11][N:13]1[CH2:18][CH2:17][CH2:16][C@@H:15]([C:19]2[CH:24]=[CH:23][CH:22]=[CH:21][C:20]=2[F:25])[CH2:14]1, predict the reactants needed to synthesize it. The reactants are: [O:1]1[C:6]2[CH:7]=[CH:8][CH:9]=[CH:10][C:5]=2[O:4][CH2:3][C@@H:2]1[C:11]([N:13]1[CH2:18][CH2:17][CH2:16][C@@H:15]([C:19]2[CH:24]=[CH:23][CH:22]=[CH:21][C:20]=2[F:25])[CH2:14]1)=O. (8) Given the product [Cl:22][C:23]1[CH:24]=[C:25]([CH:26]=[CH:27][CH:28]=1)[CH2:29][CH:30]1[C:31](=[O:32])[O:13][C:12]2[NH:11][C:10]([C:14]3[CH:19]=[C:18]([F:20])[CH:17]=[CH:16][C:15]=3[F:21])=[N:9][C:8]=2[CH:1]1[C:2]1[CH:3]=[CH:4][CH:5]=[CH:6][CH:7]=1, predict the reactants needed to synthesize it. The reactants are: [CH:1](=[C:8]1/[N:9]=[C:10]([C:14]2[CH:19]=[C:18]([F:20])[CH:17]=[CH:16][C:15]=2[F:21])[NH:11][C:12]/1=[O:13])/[C:2]1[CH:7]=[CH:6][CH:5]=[CH:4][CH:3]=1.[Cl:22][C:23]1[CH:24]=[C:25](/[CH:29]=[CH:30]/[CH:31]=[O:32])[CH:26]=[CH:27][CH:28]=1. (9) The reactants are: [C:1]1(=[O:8])[CH2:6][CH2:5][CH2:4][C:3](=[O:7])[CH2:2]1.[C:9]1(C)C=CC=CC=1.C(OC)(OC)OC.O.O.C1(C)C=CC(S(O)(=O)=O)=CC=1. Given the product [CH3:9][O:7][C:3]1[CH2:4][CH2:5][CH2:6][C:1](=[O:8])[CH:2]=1, predict the reactants needed to synthesize it.